The task is: Predict the product of the given reaction.. This data is from Forward reaction prediction with 1.9M reactions from USPTO patents (1976-2016). (1) Given the reactants [NH:1]1[CH2:5][CH2:4][CH2:3][CH2:2]1.Br[CH2:7][C:8]1[CH:13]=[CH:12][C:11]([C:14]2[O:15][C:16]3[CH:22]=[CH:21][CH:20]=[CH:19][C:17]=3[N:18]=2)=[CH:10][C:9]=1[O:23][CH3:24].C(N(CC)CC)C, predict the reaction product. The product is: [CH3:24][O:23][C:9]1[CH:10]=[C:11]([C:14]2[O:15][C:16]3[CH:22]=[CH:21][CH:20]=[CH:19][C:17]=3[N:18]=2)[CH:12]=[CH:13][C:8]=1[CH2:7][N:1]1[CH2:5][CH2:4][CH2:3][CH2:2]1. (2) Given the reactants CO[C:3](=[O:14])[CH:4](Br)[C:5]1[CH:10]=[CH:9][C:8]([Cl:11])=[C:7]([Cl:12])[CH:6]=1.Cl[C:16]1[CH:21]=C[C:19]([SH:22])=[CH:18][CH:17]=1.[NH2:23][C:24]1[CH:29]=[CH:28][CH:27]=[CH:26][N:25]=1.C1C[O:33]CC1, predict the reaction product. The product is: [Cl:12][C:7]1[CH:6]=[C:5]([CH:4]([S:22][CH2:19][C:18]2[O:33][CH:21]=[CH:16][CH:17]=2)[C:3]([NH:23][C:24]2[CH:29]=[CH:28][CH:27]=[CH:26][N:25]=2)=[O:14])[CH:10]=[CH:9][C:8]=1[Cl:11]. (3) Given the reactants [CH3:1][O:2][C:3](=[O:13])[C:4]1[CH:9]=[C:8]([Br:10])[C:7]([Cl:11])=[CH:6][C:5]=1[NH2:12].N1C=CC=CC=1.[CH:20]([O:23][C:24](Cl)=[O:25])([CH3:22])[CH3:21], predict the reaction product. The product is: [CH3:1][O:2][C:3](=[O:13])[C:4]1[CH:9]=[C:8]([Br:10])[C:7]([Cl:11])=[CH:6][C:5]=1[NH:12][C:24]([O:23][CH:20]([CH3:22])[CH3:21])=[O:25]. (4) Given the reactants C(O)(=O)C.[OH-].[Na+].[NH2:7][C:8]1[C:17]([CH3:18])=[CH:16][CH:15]=[CH:14][C:9]=1[C:10]([NH:12][CH3:13])=[O:11].[Br:19]Br, predict the reaction product. The product is: [NH2:7][C:8]1[C:17]([CH3:18])=[CH:16][C:15]([Br:19])=[CH:14][C:9]=1[C:10]([NH:12][CH3:13])=[O:11]. (5) Given the reactants [CH2:1]([N:3]=[C:4]=[O:5])[CH3:2].[NH2:6][C:7]1[N:12]=[CH:11][C:10](/[CH:13]=[CH:14]/[C:15]([N:17]([CH3:29])[CH2:18][C:19]2[N:20]([CH3:28])[C:21]3[C:26]([CH:27]=2)=[CH:25][CH:24]=[CH:23][CH:22]=3)=[O:16])=[CH:9][CH:8]=1.C(N(CC)CC)C, predict the reaction product. The product is: [CH2:1]([NH:3][C:4](=[O:5])[NH:6][C:7]1[N:12]=[CH:11][C:10](/[CH:13]=[CH:14]/[C:15]([N:17]([CH3:29])[CH2:18][C:19]2[N:20]([CH3:28])[C:21]3[C:26]([CH:27]=2)=[CH:25][CH:24]=[CH:23][CH:22]=3)=[O:16])=[CH:9][CH:8]=1)[CH3:2]. (6) Given the reactants Br[CH2:2][C:3]([C:5]1[C:10]([O:11][CH3:12])=[CH:9][C:8]([F:13])=[CH:7][C:6]=1[Cl:14])=O.[NH2:15][C:16]([NH2:18])=[S:17], predict the reaction product. The product is: [Cl:14][C:6]1[CH:7]=[C:8]([F:13])[CH:9]=[C:10]([O:11][CH3:12])[C:5]=1[C:3]1[N:15]=[C:16]([NH2:18])[S:17][CH:2]=1. (7) Given the reactants [Cl:1][C:2]1[CH:7]=[CH:6][C:5]([CH:8]([C:24]2[CH:29]=[CH:28][C:27]([Cl:30])=[CH:26][CH:25]=2)[N:9]2[CH2:12][C:11](=[C:13]([C:16]3[CH:21]=[C:20]([F:22])[CH:19]=[C:18]([F:23])[CH:17]=3)[CH2:14][OH:15])[CH2:10]2)=[CH:4][CH:3]=1.Cl[C:32]([O:34][C:35]1[CH:40]=[CH:39][C:38]([N+:41]([O-:43])=[O:42])=[CH:37][CH:36]=1)=[O:33], predict the reaction product. The product is: [C:32](=[O:33])([O:34][C:35]1[CH:36]=[CH:37][C:38]([N+:41]([O-:43])=[O:42])=[CH:39][CH:40]=1)[O:15][CH2:14][C:13](=[C:11]1[CH2:12][N:9]([CH:8]([C:5]2[CH:6]=[CH:7][C:2]([Cl:1])=[CH:3][CH:4]=2)[C:24]2[CH:25]=[CH:26][C:27]([Cl:30])=[CH:28][CH:29]=2)[CH2:10]1)[C:16]1[CH:17]=[C:18]([F:23])[CH:19]=[C:20]([F:22])[CH:21]=1.